From a dataset of Reaction yield outcomes from USPTO patents with 853,638 reactions. Predict the reaction yield, written as a fraction of the theoretical maximum amount of product (1.0 means a 100% yield; for example, 0.34 means a 34% yield). (1) The reactants are [F:1][C:2]1[CH:3]=[C:4]([CH:53]=[C:54]([F:56])[CH:55]=1)[CH2:5][C:6]1[CH:7]=[C:8]2[C:12](=[CH:13][CH:14]=1)[N:11]([C:15]([C:28]1[CH:33]=[CH:32][CH:31]=[CH:30][CH:29]=1)([C:22]1[CH:27]=[CH:26][CH:25]=[CH:24][CH:23]=1)[C:16]1[CH:21]=[CH:20][CH:19]=[CH:18][CH:17]=1)[N:10]=[C:9]2[NH:34][C:35](=[O:52])[C:36]1[CH:41]=[CH:40][C:39]([N:42]2[CH2:47][CH2:46][N:45]([CH3:48])[CH2:44][CH2:43]2)=[CH:38][C:37]=1[N+:49]([O-])=O.C([O-])=O.[NH4+]. The catalyst is CO.[Pd]. The product is [NH2:49][C:37]1[CH:38]=[C:39]([N:42]2[CH2:47][CH2:46][N:45]([CH3:48])[CH2:44][CH2:43]2)[CH:40]=[CH:41][C:36]=1[C:35]([NH:34][C:9]1[C:8]2[C:12](=[CH:13][CH:14]=[C:6]([CH2:5][C:4]3[CH:53]=[C:54]([F:56])[CH:55]=[C:2]([F:1])[CH:3]=3)[CH:7]=2)[N:11]([C:15]([C:28]2[CH:33]=[CH:32][CH:31]=[CH:30][CH:29]=2)([C:22]2[CH:27]=[CH:26][CH:25]=[CH:24][CH:23]=2)[C:16]2[CH:21]=[CH:20][CH:19]=[CH:18][CH:17]=2)[N:10]=1)=[O:52]. The yield is 0.870. (2) The reactants are [C:1]([O:5][C:6]([N:8]1[CH2:13][CH2:12][C:11]([C:17]([O:19][CH3:20])=[O:18])([C:14](O)=[O:15])[CH2:10][CH2:9]1)=[O:7])([CH3:4])([CH3:3])[CH3:2].CCN(C(C)C)C(C)C.ClC(OC)=O.[BH4-].[Na+]. The catalyst is C1COCC1.CO. The product is [OH:15][CH2:14][C:11]1([C:17]([O:19][CH3:20])=[O:18])[CH2:10][CH2:9][N:8]([C:6]([O:5][C:1]([CH3:3])([CH3:4])[CH3:2])=[O:7])[CH2:13][CH2:12]1. The yield is 0.440. (3) The reactants are [NH2:1][C:2]1[CH:7]=[CH:6][CH:5]=[C:4]([NH:8][C:9]2[CH:14]=[CH:13][N:12]=[C:11]([NH:15][C:16]3[CH:21]=[CH:20][CH:19]=[C:18]([S:22]([CH3:25])(=[O:24])=[O:23])[CH:17]=3)[N:10]=2)[C:3]=1[OH:26].[CH3:27]OC(OC)OC.C1(C)C=CC(S(O)(=O)=O)=CC=1. No catalyst specified. The product is [O:26]1[C:3]2[C:4]([NH:8][C:9]3[CH:14]=[CH:13][N:12]=[C:11]([NH:15][C:16]4[CH:21]=[CH:20][CH:19]=[C:18]([S:22]([CH3:25])(=[O:23])=[O:24])[CH:17]=4)[N:10]=3)=[CH:5][CH:6]=[CH:7][C:2]=2[N:1]=[CH:27]1. The yield is 0.220. (4) The reactants are [NH2:1][C:2]([C@:4]1([CH2:31][O:32][CH3:33])[CH2:8][CH2:7][C@H:6]([C:9]2[CH:14]=[CH:13][C:12]([O:15][CH2:16][C:17]3[CH:22]=[CH:21][CH:20]=[CH:19][C:18]=3[F:23])=[CH:11][CH:10]=2)[N:5]1C(OC(C)(C)C)=O)=[O:3].C([Cl:37])(C)=O. The catalyst is C(OCC)(=O)C.CO. The product is [ClH:37].[F:23][C:18]1[CH:19]=[CH:20][CH:21]=[CH:22][C:17]=1[CH2:16][O:15][C:12]1[CH:13]=[CH:14][C:9]([C@@H:6]2[NH:5][C@:4]([CH2:31][O:32][CH3:33])([C:2]([NH2:1])=[O:3])[CH2:8][CH2:7]2)=[CH:10][CH:11]=1. The yield is 0.910. (5) The reactants are N1C2C(=NC=CC=2)N([N:10]2[C:14](/[CH:15]=[C:16]3\[C:17](=[O:26])[NH:18][C:19]4[C:24]\3=[CH:23][C:22]([F:25])=[CH:21][CH:20]=4)=[C:13]([CH3:27])[C:12]([C:28]([O-:30])=O)=[C:11]2[CH3:31])N=1.[CH3:32][CH2:33][N:34](C(C)C)C(C)C.[CH3:41][N:42]([CH:44]=[O:45])C. No catalyst specified. The product is [O:45]=[C:44]1[C@@H:33]([NH:34][C:28]([C:12]2[C:13]([CH3:27])=[C:14](/[CH:15]=[C:16]3\[C:17](=[O:26])[NH:18][C:19]4[C:24]\3=[CH:23][C:22]([F:25])=[CH:21][CH:20]=4)[NH:10][C:11]=2[CH3:31])=[O:30])[CH2:32][CH2:41][NH:42]1. The yield is 0.270. (6) The reactants are [C:1]([C:5]1[CH:9]=[C:8]([NH2:10])[N:7]([C:11]2[CH:16]=[CH:15][C:14]([CH3:17])=[CH:13][CH:12]=2)[N:6]=1)([CH3:4])([CH3:3])[CH3:2].C1N=CN([C:23](N2C=NC=C2)=[O:24])C=1.[NH2:30][C:31]1[C:40]2[C:35](=[CH:36][CH:37]=[CH:38][CH:39]=2)[C:34]([O:41][CH:42]([CH3:58])[CH2:43][C:44]2[CH:49]=[CH:48][N:47]=[C:46]([NH:50][C:51](=[O:57])[O:52][C:53]([CH3:56])([CH3:55])[CH3:54])[CH:45]=2)=[CH:33][CH:32]=1. The catalyst is C(Cl)Cl. The product is [C:1]([C:5]1[CH:9]=[C:8]([NH:10][C:23](=[O:24])[NH:30][C:31]2[C:40]3[C:35](=[CH:36][CH:37]=[CH:38][CH:39]=3)[C:34]([O:41][CH:42]([CH3:58])[CH2:43][C:44]3[CH:49]=[CH:48][N:47]=[C:46]([NH:50][C:51](=[O:57])[O:52][C:53]([CH3:54])([CH3:56])[CH3:55])[CH:45]=3)=[CH:33][CH:32]=2)[N:7]([C:11]2[CH:12]=[CH:13][C:14]([CH3:17])=[CH:15][CH:16]=2)[N:6]=1)([CH3:4])([CH3:3])[CH3:2]. The yield is 0.400. (7) The reactants are [NH2:1][C:2](=[O:36])[CH2:3][O:4][C:5]1[C:9]([O:10]CC2C=CC=CC=2)=[C:8]([C:18]([O:20][CH2:21][CH3:22])=[O:19])[N:7]([C:23]2[CH:28]=[CH:27][C:26]([O:29][CH3:30])=[CH:25][CH:24]=2)[C:6]=1[C:31]([O:33][CH2:34][CH3:35])=[O:32]. The catalyst is CO.[Pd]. The product is [NH2:1][C:2](=[O:36])[CH2:3][O:4][C:5]1[C:9]([OH:10])=[C:8]([C:18]([O:20][CH2:21][CH3:22])=[O:19])[N:7]([C:23]2[CH:28]=[CH:27][C:26]([O:29][CH3:30])=[CH:25][CH:24]=2)[C:6]=1[C:31]([O:33][CH2:34][CH3:35])=[O:32]. The yield is 0.460.